Task: Regression. Given two drug SMILES strings and cell line genomic features, predict the synergy score measuring deviation from expected non-interaction effect.. Dataset: NCI-60 drug combinations with 297,098 pairs across 59 cell lines (1) Drug 1: C1CCN(CC1)CCOC2=CC=C(C=C2)C(=O)C3=C(SC4=C3C=CC(=C4)O)C5=CC=C(C=C5)O. Drug 2: CNC(=O)C1=NC=CC(=C1)OC2=CC=C(C=C2)NC(=O)NC3=CC(=C(C=C3)Cl)C(F)(F)F. Cell line: SF-539. Synergy scores: CSS=27.3, Synergy_ZIP=-6.76, Synergy_Bliss=-0.537, Synergy_Loewe=-0.394, Synergy_HSA=-0.385. (2) Drug 1: CCC1(CC2CC(C3=C(CCN(C2)C1)C4=CC=CC=C4N3)(C5=C(C=C6C(=C5)C78CCN9C7C(C=CC9)(C(C(C8N6C=O)(C(=O)OC)O)OC(=O)C)CC)OC)C(=O)OC)O.OS(=O)(=O)O. Drug 2: CCC1(CC2CC(C3=C(CCN(C2)C1)C4=CC=CC=C4N3)(C5=C(C=C6C(=C5)C78CCN9C7C(C=CC9)(C(C(C8N6C)(C(=O)OC)O)OC(=O)C)CC)OC)C(=O)OC)O.OS(=O)(=O)O. Cell line: T-47D. Synergy scores: CSS=0.372, Synergy_ZIP=-0.188, Synergy_Bliss=1.01, Synergy_Loewe=-4.22, Synergy_HSA=-3.17. (3) Drug 1: CC1C(C(CC(O1)OC2CC(CC3=C2C(=C4C(=C3O)C(=O)C5=C(C4=O)C(=CC=C5)OC)O)(C(=O)C)O)N)O.Cl. Drug 2: CS(=O)(=O)CCNCC1=CC=C(O1)C2=CC3=C(C=C2)N=CN=C3NC4=CC(=C(C=C4)OCC5=CC(=CC=C5)F)Cl. Cell line: SK-MEL-28. Synergy scores: CSS=19.0, Synergy_ZIP=-4.41, Synergy_Bliss=0.888, Synergy_Loewe=-10.4, Synergy_HSA=-2.16. (4) Drug 1: CN1CCC(CC1)COC2=C(C=C3C(=C2)N=CN=C3NC4=C(C=C(C=C4)Br)F)OC. Drug 2: CC1OCC2C(O1)C(C(C(O2)OC3C4COC(=O)C4C(C5=CC6=C(C=C35)OCO6)C7=CC(=C(C(=C7)OC)O)OC)O)O. Cell line: HOP-62. Synergy scores: CSS=47.6, Synergy_ZIP=3.52, Synergy_Bliss=1.72, Synergy_Loewe=-3.51, Synergy_HSA=1.85. (5) Drug 1: CCN(CC)CCNC(=O)C1=C(NC(=C1C)C=C2C3=C(C=CC(=C3)F)NC2=O)C. Drug 2: CC1CCCC2(C(O2)CC(NC(=O)CC(C(C(=O)C(C1O)C)(C)C)O)C(=CC3=CSC(=N3)C)C)C. Cell line: HCT116. Synergy scores: CSS=73.6, Synergy_ZIP=7.10, Synergy_Bliss=4.93, Synergy_Loewe=-12.6, Synergy_HSA=7.66.